Dataset: Catalyst prediction with 721,799 reactions and 888 catalyst types from USPTO. Task: Predict which catalyst facilitates the given reaction. (1) Reactant: C(OC([N:11]1[CH2:16][CH2:15][CH:14]([CH:17]([C:19]2[CH:24]=[CH:23][C:22]([C@@H:25]([NH:27][C:28]([O:30][C:31]([CH3:34])([CH3:33])[CH3:32])=[O:29])[CH3:26])=[CH:21][CH:20]=2)[OH:18])[CH2:13][CH2:12]1)=O)C1C=CC=CC=1. Product: [C:31]([O:30][C:28](=[O:29])[NH:27][C@H:25]([C:22]1[CH:23]=[CH:24][C:19]([CH:17]([OH:18])[CH:14]2[CH2:15][CH2:16][NH:11][CH2:12][CH2:13]2)=[CH:20][CH:21]=1)[CH3:26])([CH3:32])([CH3:33])[CH3:34]. The catalyst class is: 293. (2) Reactant: O[C@H:2]1[C:7]2[CH:8]=[CH:9][S:10][C:6]=2[S:5](=[O:12])(=[O:11])[N:4]([CH2:13][CH2:14][CH2:15][O:16][CH3:17])[CH2:3]1.[CH2:18]([N:20](CC)CC)[CH3:19].S(Cl)(C1C=CC(C)=CC=1)(=O)=O. Product: [CH2:18]([NH:20][C@@H:2]1[C:7]2[CH:8]=[CH:9][S:10][C:6]=2[S:5](=[O:12])(=[O:11])[N:4]([CH2:13][CH2:14][CH2:15][O:16][CH3:17])[CH2:3]1)[CH3:19]. The catalyst class is: 7. (3) Reactant: [CH3:1][NH2:2].[Cl:3][C:4]1[C:9]([N+:10]([O-:12])=[O:11])=[C:8](Cl)[N:7]=[C:6]([CH3:14])[N:5]=1. Product: [NH2:2][C:1]1[N:7]([CH3:8])[CH:6]([CH3:14])[N:5]=[C:4]([Cl:3])[C:9]=1[N+:10]([O-:12])=[O:11]. The catalyst class is: 81. (4) Reactant: Cl[C:2]1[CH:7]=[C:6]([NH:8][C:9]2[CH:16]=[CH:15][C:14]([F:17])=[CH:13][C:10]=2[C:11]#[N:12])[C:5]([Cl:18])=[CH:4][N:3]=1.[CH3:19][C:20]1[CH:24]=[C:23]([NH2:25])[N:22]([CH:26]([CH3:28])[CH3:27])[N:21]=1.C(=O)([O-])[O-].[Cs+].[Cs+].C1C=CC(P(C2C(OC3C(P(C4C=CC=CC=4)C4C=CC=CC=4)=CC=CC=3)=CC=CC=2)C2C=CC=CC=2)=CC=1. Product: [Cl:18][C:5]1[C:6]([NH:8][C:9]2[CH:16]=[CH:15][C:14]([F:17])=[CH:13][C:10]=2[C:11]#[N:12])=[CH:7][C:2]([NH:25][C:23]2[N:22]([CH:26]([CH3:28])[CH3:27])[N:21]=[C:20]([CH3:19])[CH:24]=2)=[N:3][CH:4]=1. The catalyst class is: 160. (5) Reactant: Br[C:2]1[CH:3]=[C:4]2[C:8](=[CH:9][CH:10]=1)[NH:7][C:6]([C:11]([NH2:13])=[O:12])=[C:5]2[S:14]([N:17]1[CH2:22][CH2:21][O:20][CH2:19][CH2:18]1)(=[O:16])=[O:15].[C:23]1(C)C=CC=C[C:24]=1P(C1C=CC=CC=1C)C1C=CC=CC=1C.C(N(CC)CC)C.C=C. Product: [N:17]1([S:14]([C:5]2[C:4]3[C:8](=[CH:9][CH:10]=[C:2]([CH:23]=[CH2:24])[CH:3]=3)[NH:7][C:6]=2[C:11]([NH2:13])=[O:12])(=[O:16])=[O:15])[CH2:22][CH2:21][O:20][CH2:19][CH2:18]1. The catalyst class is: 274. (6) Reactant: C(OC(=O)[NH:7][CH2:8][CH2:9][CH2:10][NH:11][C:12]1[S:13][C:14]([C:17](=[O:25])[C:18]2[CH:23]=[CH:22][CH:21]=[CH:20][C:19]=2[CH3:24])=[CH:15][N:16]=1)(C)(C)C.Cl.C(=O)(O)[O-].[Na+]. Product: [NH2:7][CH2:8][CH2:9][CH2:10][NH:11][C:12]1[S:13][C:14]([C:17]([C:18]2[CH:23]=[CH:22][CH:21]=[CH:20][C:19]=2[CH3:24])=[O:25])=[CH:15][N:16]=1. The catalyst class is: 12. (7) Reactant: Br[CH2:2][C:3]1[C:4]([C:11]([O:13]C)=O)=[N:5][CH:6]=[CH:7][C:8]=1[O:9][CH3:10].[CH3:15][O:16][C:17]1[CH:24]=[CH:23][C:20]([CH2:21][NH2:22])=[CH:19][CH:18]=1. Product: [CH3:10][O:9][C:8]1[CH:7]=[CH:6][N:5]=[C:4]2[C:11](=[O:13])[N:22]([CH2:21][C:20]3[CH:23]=[CH:24][C:17]([O:16][CH3:15])=[CH:18][CH:19]=3)[CH2:2][C:3]=12. The catalyst class is: 355. (8) Reactant: CI.[C:3]([O-])([O-])=O.[K+].[K+].[Br:9][C:10]1[CH:11]=[CH:12][CH:13]=[C:14]2[C:19]=1[NH:18][C:17](=[S:20])[N:16]([C:21]1[CH:26]=[CH:25][CH:24]=[CH:23][CH:22]=1)[C:15]2=[O:27].O. Product: [Br:9][C:10]1[CH:11]=[CH:12][CH:13]=[C:14]2[C:19]=1[N:18]=[C:17]([S:20][CH3:3])[N:16]([C:21]1[CH:26]=[CH:25][CH:24]=[CH:23][CH:22]=1)[C:15]2=[O:27]. The catalyst class is: 1.